This data is from Forward reaction prediction with 1.9M reactions from USPTO patents (1976-2016). The task is: Predict the product of the given reaction. (1) Given the reactants [CH2:1]([OH:5])[CH2:2][C:3]#[CH:4].O[Li].O.[CH3:9][C:10]1[CH:15]=[CH:14][C:13]([S:16](Cl)(=[O:18])=[O:17])=[CH:12][CH:11]=1, predict the reaction product. The product is: [CH3:9][C:10]1[CH:15]=[CH:14][C:13]([S:16]([O:5][CH2:1][CH2:2][C:3]#[CH:4])(=[O:18])=[O:17])=[CH:12][CH:11]=1. (2) Given the reactants F[C:2](F)([CH2:6][NH:7][CH2:8][C:9]1[CH:18]=[CH:17][C:16]2[C:11](=CC=C(OC3CCC4(CCCCC4)CC3)C=2)[CH:10]=1)C(O)=O.[NH3:32].[CH2:33]([OH:35])C, predict the reaction product. The product is: [CH3:33][O:35][C:11]1[CH:10]=[C:9]2[C:18](=[CH:17][CH:16]=1)[N:32]=[C:6]([CH3:2])[N:7]=[CH:8]2. (3) Given the reactants [C:1]([O-:6])(=[O:5])[C:2]([CH3:4])=O.[NH2:7][C@H:8]([C:10]([OH:12])=[O:11])[CH3:9].C([O-])(=O)[CH:14](C)[OH:15].[CH:19]1[N:20]=C(N)C2N=CN([C@@H]3O[C@H](COP(OP(OC[C@H]4O[C@@H](N5C=C(C(N)=O)CC=C5)[C@H](O)[C@@H]4O)(O)=O)(O)=O)[C@@H](O)[C@H]3O)C=2N=1.O=C(CCC([O-])=O)C([O-])=O.C1C=CC2C(=CN=NC=2NN)C=1.C(O)C=C.C([C@H](N)C(O)=O)[CH2:90][C:91]([NH:93][C@H:94]([C:97](NCC(O)=O)=[O:98])[CH2:95][SH:96])=[O:92].C1NC=C2C=1C=CC=C2, predict the reaction product. The product is: [CH2:4]([C@H:2]([NH2:20])[C:1]([OH:6])=[O:5])[CH2:90][C:91]([NH:93][C@H:94]([C:97]([NH:7][CH2:8][C:10]([OH:12])=[O:11])=[O:98])[CH2:95][SH:96])=[O:92].[CH:8]1[CH:9]=[C:4]([CH:14]=[O:15])[C:2]([CH:1]=[O:6])=[CH:19][CH:10]=1. (4) Given the reactants Br[C:2]1[CH:3]=[C:4]2[C:9](=[CH:10][CH:11]=1)[N:8]=[C:7]([C:12]1[CH:13]=[N:14][CH:15]=[CH:16][CH:17]=1)[N:6]=[C:5]2[NH:18][CH3:19].CC1(C)C(C)(C)OB([C:28]2[CH:29]=[C:30]([CH:35]=[CH:36][CH:37]=2)[C:31]([O:33][CH3:34])=[O:32])O1.C([O-])([O-])=O.[K+].[K+], predict the reaction product. The product is: [CH3:19][NH:18][C:5]1[C:4]2[C:9](=[CH:10][CH:11]=[C:2]([C:28]3[CH:29]=[C:30]([CH:35]=[CH:36][CH:37]=3)[C:31]([O:33][CH3:34])=[O:32])[CH:3]=2)[N:8]=[C:7]([C:12]2[CH:13]=[N:14][CH:15]=[CH:16][CH:17]=2)[N:6]=1. (5) Given the reactants [CH2:1]([N:3]1[CH2:8][CH2:7][N:6]([C:9]2[C:18]3[C:13](=[CH:14][CH:15]=[CH:16][CH:17]=3)[CH:12]=[C:11]([C:19]3[CH:24]=[CH:23][C:22]([C:25](=[O:38])[N:26]([CH2:28][CH2:29][O:30]CC4C=CC=CC=4)[CH3:27])=[CH:21][CH:20]=3)[N:10]=2)[CH2:5][CH2:4]1)[CH3:2].Cl, predict the reaction product. The product is: [CH2:1]([N:3]1[CH2:8][CH2:7][N:6]([C:9]2[C:18]3[C:13](=[CH:14][CH:15]=[CH:16][CH:17]=3)[CH:12]=[C:11]([C:19]3[CH:24]=[CH:23][C:22]([C:25](=[O:38])[N:26]([CH2:28][CH2:29][OH:30])[CH3:27])=[CH:21][CH:20]=3)[N:10]=2)[CH2:5][CH2:4]1)[CH3:2]. (6) Given the reactants [C:1]([O:5][C:6]([N:8]1[CH2:13][CH2:12][CH:11]([NH:14][C:15]2[CH:20]=[CH:19][C:18]([O:21][C:22]([F:25])([F:24])[F:23])=[CH:17][CH:16]=2)[CH2:10][CH2:9]1)=[O:7])([CH3:4])([CH3:3])[CH3:2].Cl[CH2:27][C:28]1[CH:29]=[C:30]([C:34]2[CH:39]=[C:38]([O:40][CH3:41])[C:37]([O:42][CH3:43])=[C:36]([O:44][CH3:45])[CH:35]=2)[CH:31]=[N:32][CH:33]=1, predict the reaction product. The product is: [C:1]([O:5][C:6]([N:8]1[CH2:13][CH2:12][CH:11]([N:14]([C:15]2[CH:16]=[CH:17][C:18]([O:21][C:22]([F:25])([F:23])[F:24])=[CH:19][CH:20]=2)[CH2:27][C:28]2[CH:29]=[C:30]([C:34]3[CH:39]=[C:38]([O:40][CH3:41])[C:37]([O:42][CH3:43])=[C:36]([O:44][CH3:45])[CH:35]=3)[CH:31]=[N:32][CH:33]=2)[CH2:10][CH2:9]1)=[O:7])([CH3:4])([CH3:2])[CH3:3]. (7) Given the reactants [CH2:1]([O:3][C:4](=[O:21])[C:5]1[CH:10]=[C:9]([OH:11])[CH:8]=[C:7]([O:12][C:13]2[CH:18]=[CH:17][C:16]([C:19]#[N:20])=[CH:15][CH:14]=2)[CH:6]=1)[CH3:2].[C:22]([O:26][C:27](=[O:33])[NH:28][CH2:29][CH2:30][CH2:31]Br)([CH3:25])([CH3:24])[CH3:23], predict the reaction product. The product is: [CH2:1]([O:3][C:4](=[O:21])[C:5]1[CH:6]=[C:7]([O:12][C:13]2[CH:18]=[CH:17][C:16]([C:19]#[N:20])=[CH:15][CH:14]=2)[CH:8]=[C:9]([O:11][CH2:31][CH2:30][CH2:29][NH:28][C:27]([O:26][C:22]([CH3:23])([CH3:25])[CH3:24])=[O:33])[CH:10]=1)[CH3:2]. (8) The product is: [CH3:17][C:2]1[C:7]([CH3:8])=[CH:6][N:5]2[N:9]=[CH:10][C:11]([C:12]([O:14][CH2:15][CH3:16])=[O:13])=[C:4]2[N:3]=1. Given the reactants Cl[C:2]1[C:7]([CH3:8])=[CH:6][N:5]2[N:9]=[CH:10][C:11]([C:12]([O:14][CH2:15][CH3:16])=[O:13])=[C:4]2[N:3]=1.[C:17](=O)([O-])[O-].[Cs+].[Cs+].CB1OB(C)OB(C)O1.CC(O)(CC)C, predict the reaction product.